This data is from CYP2C19 inhibition data for predicting drug metabolism from PubChem BioAssay. The task is: Regression/Classification. Given a drug SMILES string, predict its absorption, distribution, metabolism, or excretion properties. Task type varies by dataset: regression for continuous measurements (e.g., permeability, clearance, half-life) or binary classification for categorical outcomes (e.g., BBB penetration, CYP inhibition). Dataset: cyp2c19_veith. The molecule is Cc1ccc(/C(N)=N/OC(=O)Cc2cccs2)cc1. The result is 1 (inhibitor).